From a dataset of NCI-60 drug combinations with 297,098 pairs across 59 cell lines. Regression. Given two drug SMILES strings and cell line genomic features, predict the synergy score measuring deviation from expected non-interaction effect. (1) Drug 1: C1=NC2=C(N=C(N=C2N1C3C(C(C(O3)CO)O)O)F)N. Drug 2: C1=NC2=C(N=C(N=C2N1C3C(C(C(O3)CO)O)F)Cl)N. Cell line: NCI-H460. Synergy scores: CSS=0.319, Synergy_ZIP=1.02, Synergy_Bliss=1.47, Synergy_Loewe=1.07, Synergy_HSA=-0.0978. (2) Drug 1: C1=C(C(=O)NC(=O)N1)F. Drug 2: C1=CN(C(=O)N=C1N)C2C(C(C(O2)CO)O)O.Cl. Cell line: SN12C. Synergy scores: CSS=22.8, Synergy_ZIP=-5.35, Synergy_Bliss=-7.23, Synergy_Loewe=-3.52, Synergy_HSA=-1.69. (3) Drug 1: CN1C(=O)N2C=NC(=C2N=N1)C(=O)N. Drug 2: CC1=C(C=C(C=C1)NC(=O)C2=CC=C(C=C2)CN3CCN(CC3)C)NC4=NC=CC(=N4)C5=CN=CC=C5. Cell line: HCT-15. Synergy scores: CSS=8.89, Synergy_ZIP=9.68, Synergy_Bliss=6.70, Synergy_Loewe=-17.1, Synergy_HSA=-7.53.